From a dataset of Reaction yield outcomes from USPTO patents with 853,638 reactions. Predict the reaction yield, written as a fraction of the theoretical maximum amount of product (1.0 means a 100% yield; for example, 0.34 means a 34% yield). (1) The yield is 0.525. The product is [CH3:1][C:2]([CH3:15])=[CH:3][C:4]1[N:19]([CH2:18][C:17]([F:22])([F:21])[F:16])[N:20]=[C:7]([N:10]2[CH2:14][CH2:13][CH2:12][CH2:11]2)[N:6]=1. The catalyst is C(OCC)(=O)C. The reactants are [CH3:1][C:2]([CH3:15])=[CH:3][C:4](/[N:6]=[C:7](/[N:10]1[CH2:14][CH2:13][CH2:12][CH2:11]1)\SC)=O.[F:16][C:17]([F:22])([F:21])[CH2:18][NH:19][NH2:20]. (2) The reactants are [Cu][C:2]#[N:3].Br[C:5]1[CH:6]=[C:7]([CH:10]=[CH:11][C:12]=1[O:13][CH3:14])[CH:8]=[O:9]. The catalyst is CN(C)C=O. The product is [CH:8]([C:7]1[CH:6]=[CH:5][C:12]([O:13][CH3:14])=[C:11]([CH:10]=1)[C:2]#[N:3])=[O:9]. The yield is 0.670.